The task is: Predict the product of the given reaction.. This data is from Forward reaction prediction with 1.9M reactions from USPTO patents (1976-2016). (1) Given the reactants [F:1][C:2]([F:17])([F:16])[CH:3]([C:5]1[CH2:6][C:7](F)([C:11]([F:14])([F:13])[F:12])[CH:8]=[CH:9][CH:10]=1)[NH2:4].[CH3:18][O:19][C:20]([C:22]1[CH:23]=[C:24]2[CH:31]=[C:30]([C:32](O)=[O:33])[NH:29][C:25]2=[N:26][C:27]=1[CH3:28])=[O:21].F[P-](F)(F)(F)(F)F.N1(OC(N(C)C)=[N+](C)C)C2C=CC=CC=2N=N1.CN1CCOCC1, predict the reaction product. The product is: [CH3:28][C:27]1[N:26]=[C:25]2[NH:29][C:30]([C:32](=[O:33])[NH:4][CH:3]([C:5]3[CH:10]=[CH:9][CH:8]=[C:7]([C:11]([F:14])([F:13])[F:12])[CH:6]=3)[C:2]([F:17])([F:16])[F:1])=[CH:31][C:24]2=[CH:23][C:22]=1[C:20]([O:19][CH3:18])=[O:21]. (2) Given the reactants NC1C2=CC=[C:10]([C@@:11]3(C#N)[C@H:15]([OH:16])[C@H](O)[C@@H:13](CO)[O:12]3)[N:6]2N=CN=1.COC(OC)(C)C.[C:29]1([CH3:39])[CH:34]=[CH:33][C:32]([S:35]([OH:38])(=[O:37])=[O:36])=[CH:31][CH:30]=1.C(OC(C)C)(=O)C, predict the reaction product. The product is: [O:16]1[CH:15]=[C:11]([C:10]#[N:6])[O:12][CH2:13]1.[CH3:39][C:29]1[CH:34]=[CH:33][C:32]([S:35]([OH:38])(=[O:37])=[O:36])=[CH:31][CH:30]=1. (3) Given the reactants [Cl:1][C:2]1[C:3]([CH3:12])=[C:4]([S:8](Cl)(=[O:10])=[O:9])[CH:5]=[CH:6][CH:7]=1.N1C=CC=CC=1.[CH3:19][O:20][C:21]([C:23]1[O:24][C:25]2[CH:31]=[CH:30][C:29]([NH2:32])=[CH:28][C:26]=2[CH:27]=1)=[O:22].C([O-])(O)=O.[Na+], predict the reaction product. The product is: [CH3:19][O:20][C:21]([C:23]1[O:24][C:25]2[CH:31]=[CH:30][C:29]([NH:32][S:8]([C:4]3[CH:5]=[CH:6][CH:7]=[C:2]([Cl:1])[C:3]=3[CH3:12])(=[O:10])=[O:9])=[CH:28][C:26]=2[CH:27]=1)=[O:22]. (4) The product is: [OH:15][C:8]1([CH2:32][C:31](=[O:33])[C:27]2[S:26][CH:30]=[CH:29][CH:28]=2)[C:9]2[C:10](=[N:11][CH:12]=[CH:13][CH:14]=2)[N:6]([CH2:1][CH2:2][CH2:3][CH2:4][CH3:5])[C:7]1=[O:16]. Given the reactants [CH2:1]([N:6]1[C:10]2=[N:11][CH:12]=[CH:13][CH:14]=[C:9]2[C:8](=[O:15])[C:7]1=[O:16])[CH2:2][CH2:3][CH2:4][CH3:5].C(N(C(C)C)CC)(C)C.[S:26]1[CH:30]=[CH:29][CH:28]=[C:27]1[C:31](=[O:33])[CH3:32], predict the reaction product. (5) Given the reactants [CH3:1][O:2][C:3]1[CH:8]=[CH:7][C:6]([C:9](=O)[CH2:10][C:11]([C:13]2[CH:18]=[CH:17][C:16]([O:19][CH3:20])=[CH:15][CH:14]=2)=[O:12])=[CH:5][CH:4]=1.Cl.[NH2:23]O.C(O)C, predict the reaction product. The product is: [CH3:1][O:2][C:3]1[CH:8]=[CH:7][C:6]([C:9]2[CH:10]=[C:11]([C:13]3[CH:18]=[CH:17][C:16]([O:19][CH3:20])=[CH:15][CH:14]=3)[O:12][N:23]=2)=[CH:5][CH:4]=1. (6) Given the reactants [C-:1]#[N:2].[Na+].CS([C:8]1[N:13]=[C:12]([CH2:14][CH2:15][CH3:16])[CH:11]=[C:10]([Sn:17]([CH3:20])([CH3:19])[CH3:18])[N:9]=1)(=O)=O, predict the reaction product. The product is: [CH2:14]([C:12]1[CH:11]=[C:10]([Sn:17]([CH3:20])([CH3:19])[CH3:18])[N:9]=[C:8]([C:1]#[N:2])[N:13]=1)[CH2:15][CH3:16]. (7) Given the reactants [CH2:1]([N:5]1[C:10](=[O:11])[C:9]2[CH:12]=[C:13]([CH2:15][CH3:16])[S:14][C:8]=2[NH:7][C:6]1=[O:17])[CH2:2][CH2:3][CH3:4].Br[CH2:19][C:20]1[CH:25]=[CH:24][C:23]([C:26]2[CH:31]=[CH:30][CH:29]=[CH:28][C:27]=2[C:32]2[N:36]=[C:35](C(Cl)(Cl)Cl)[O:34][N:33]=2)=[CH:22][CH:21]=1.CN(C)C=[O:44].[H-].[Na+], predict the reaction product. The product is: [CH2:1]([N:5]1[C:10](=[O:11])[C:9]2[CH:12]=[C:13]([CH2:15][CH3:16])[S:14][C:8]=2[N:7]([CH2:19][C:20]2[CH:25]=[CH:24][C:23]([C:26]3[CH:31]=[CH:30][CH:29]=[CH:28][C:27]=3[C:32]3[NH:36][C:35](=[O:44])[O:34][N:33]=3)=[CH:22][CH:21]=2)[C:6]1=[O:17])[CH2:2][CH2:3][CH3:4]. (8) Given the reactants [F:1][C:2]1[CH:10]=[C:9]([C:11]2[C:15]3[CH:16]=[C:17]([C:20]4[O:21][C:22]([CH3:25])=[N:23][N:24]=4)[CH:18]=[CH:19][C:14]=3[O:13][CH:12]=2)[CH:8]=[CH:7][C:3]=1[C:4](O)=[O:5].[NH:26]1[CH2:30][CH2:29][CH2:28][CH2:27]1, predict the reaction product. The product is: [F:1][C:2]1[CH:10]=[C:9]([C:11]2[C:15]3[CH:16]=[C:17]([C:20]4[O:21][C:22]([CH3:25])=[N:23][N:24]=4)[CH:18]=[CH:19][C:14]=3[O:13][CH:12]=2)[CH:8]=[CH:7][C:3]=1[C:4]([N:26]1[CH2:30][CH2:29][CH2:28][CH2:27]1)=[O:5]. (9) Given the reactants [CH3:1][O:2][C:3](=[O:13])[C:4]1[CH:9]=[C:8]([Cl:10])[C:7]([NH2:11])=[CH:6][C:5]=1[OH:12].C(Cl)Cl.[C:17](Cl)(=[O:20])[CH:18]=[CH2:19], predict the reaction product. The product is: [CH3:1][O:2][C:3](=[O:13])[C:4]1[CH:9]=[C:8]([Cl:10])[C:7]([NH:11][C:17](=[O:20])[CH:18]=[CH2:19])=[CH:6][C:5]=1[OH:12].